From a dataset of Forward reaction prediction with 1.9M reactions from USPTO patents (1976-2016). Predict the product of the given reaction. (1) Given the reactants [CH3:1][CH:2]([CH2:4][CH2:5][CH2:6][C@H:7]([C@@H:9]1[C@:26]2([CH3:27])[C@H:12]([C@H:13]3[C@H:23]([CH2:24][CH2:25]2)[C@:21]2([CH3:22])[C:16]([CH2:17][C@@H:18]([N:28](S(C4C=CC=CC=4[N+]([O-])=O)(=O)=O)[CH2:29][CH2:30][CH2:31][NH:32][C:33](=[O:62])[CH2:34][CH2:35][NH:36][C:37](=[O:61])[CH2:38][CH2:39][NH:40][C:41](=[O:60])[CH2:42][CH2:43][CH2:44][CH2:45][CH2:46][NH:47][C:48]4[CH:53]=[CH:52][C:51]([N+:54]([O-:56])=[O:55])=[CH:50][C:49]=4[N+:57]([O-:59])=[O:58])[CH2:19][CH2:20]2)=[CH:15][CH2:14]3)[CH2:11][CH2:10]1)[CH3:8])[CH3:3].C([O-])([O-])=O.[K+].[K+].C1(S)C=CC=CC=1, predict the reaction product. The product is: [CH3:3][CH:2]([CH2:4][CH2:5][CH2:6][C@H:7]([C@@H:9]1[C@:26]2([CH3:27])[C@H:12]([C@H:13]3[C@H:23]([CH2:24][CH2:25]2)[C@:21]2([CH3:22])[C:16]([CH2:17][C@@H:18]([NH:28][CH2:29][CH2:30][CH2:31][NH:32][C:33](=[O:62])[CH2:34][CH2:35][NH:36][C:37](=[O:61])[CH2:38][CH2:39][NH:40][C:41](=[O:60])[CH2:42][CH2:43][CH2:44][CH2:45][CH2:46][NH:47][C:48]4[CH:53]=[CH:52][C:51]([N+:54]([O-:56])=[O:55])=[CH:50][C:49]=4[N+:57]([O-:59])=[O:58])[CH2:19][CH2:20]2)=[CH:15][CH2:14]3)[CH2:11][CH2:10]1)[CH3:8])[CH3:1]. (2) Given the reactants [NH:1]1[C:9]2[C:4](=[C:5]([C:10]3[N:14]=[C:13]([C:15]4[CH:16]=[N:17][C:18]([CH2:21][CH2:22][CH3:23])=[CH:19][CH:20]=4)[O:12][N:11]=3)[CH:6]=[CH:7][CH:8]=2)[CH:3]=[CH:2]1.C(OC1C=C(C2ON=C(C3C=CC=C4C=3C=CN4)N=2)C=CC=1OCC)C, predict the reaction product. The product is: [NH:1]1[C:9]2[C:4](=[C:5]([C:10]3[N:14]=[C:13]([C:15]4[CH:16]=[N:17][C:18]([CH2:21][CH2:22][CH3:23])=[CH:19][CH:20]=4)[O:12][N:11]=3)[CH:6]=[CH:7][CH:8]=2)[CH2:3][CH2:2]1. (3) Given the reactants [NH2:1][C:2]1[C:11]2[C:6](=[C:7](Br)[CH:8]=[CH:9][CH:10]=2)[N:5]=[N:4][C:3]=1[C:13]([NH:15][CH:16]1[CH2:19][CH2:18][CH2:17]1)=[O:14].[CH3:20][O:21][C:22]1[CH:27]=[CH:26][C:25]([CH3:28])=[CH:24][C:23]=1B(O)O, predict the reaction product. The product is: [NH2:1][C:2]1[C:11]2[C:6](=[C:7]([C:23]3[CH:24]=[C:25]([CH3:28])[CH:26]=[CH:27][C:22]=3[O:21][CH3:20])[CH:8]=[CH:9][CH:10]=2)[N:5]=[N:4][C:3]=1[C:13]([NH:15][CH:16]1[CH2:19][CH2:18][CH2:17]1)=[O:14].